This data is from Catalyst prediction with 721,799 reactions and 888 catalyst types from USPTO. The task is: Predict which catalyst facilitates the given reaction. Reactant: [CH3:1][O:2][C:3]1[CH:4]=[C:5]([CH:18]=[CH:19][CH:20]=1)[O:6][C:7]1[CH:12]=[C:11]([CH3:13])[C:10]([C:14](=[O:16])[CH3:15])=[C:9]([CH3:17])[CH:8]=1.[Br-:21].[Br-].[Br-].C([N+](CCCC)(CCCC)CCCC)CCC.C([N+](CCCC)(CCCC)CCCC)CCC.C([N+](CCCC)(CCCC)CCCC)CCC. Product: [Br:21][CH2:15][C:14]([C:10]1[C:11]([CH3:13])=[CH:12][C:7]([O:6][C:5]2[CH:18]=[CH:19][CH:20]=[C:3]([O:2][CH3:1])[CH:4]=2)=[CH:8][C:9]=1[CH3:17])=[O:16]. The catalyst class is: 10.